From a dataset of Forward reaction prediction with 1.9M reactions from USPTO patents (1976-2016). Predict the product of the given reaction. (1) Given the reactants [Cl:1][C:2]1[C:3]([F:12])=[C:4]([C:8]([F:11])=[CH:9][CH:10]=1)C(O)=O.C([N:15]([CH2:18]C)CC)C.C1(P([N:34]=[N+]=[N-])(C2C=CC=CC=2)=[O:27])C=CC=CC=1.[CH3:37][C:38]([OH:41])([CH3:40])[CH3:39], predict the reaction product. The product is: [Cl:1][C:2]1[C:3]([F:12])=[C:4]([NH:15][C:18](=[O:27])[O:41][C:38]([CH3:40])([CH3:39])[CH3:37])[C:8]([F:11])=[CH:9][CH:10]=1.[Cl:1][C:2]1[C:3]([F:12])=[C:4]([C:8]([F:11])=[CH:9][CH:10]=1)[NH2:34]. (2) Given the reactants [OH:1][CH2:2][CH2:3][N:4]([C:6]1[CH:11]=[CH:10][CH:9]=[CH:8][N:7]=1)[CH3:5].[H-].[Na+].[Cl:14][C:15]1[CH:22]=[C:21](F)[CH:20]=[CH:19][C:16]=1[CH:17]=[O:18], predict the reaction product. The product is: [Cl:14][C:15]1[CH:22]=[C:21]([O:1][CH2:2][CH2:3][N:4]([CH3:5])[C:6]2[CH:11]=[CH:10][CH:9]=[CH:8][N:7]=2)[CH:20]=[CH:19][C:16]=1[CH:17]=[O:18]. (3) Given the reactants Cl.[NH2:2][C@@H:3]1[CH2:5][C@H:4]1[C:6]1[CH:11]=[CH:10][C:9]([NH:12][C:13]([C:15]2[CH:16]=[C:17]([C:21]3[CH:26]=[CH:25][CH:24]=[CH:23][CH:22]=3)[CH:18]=[CH:19][CH:20]=2)=[O:14])=[CH:8][CH:7]=1.[CH:27](=O)[C:28]1[CH:33]=[CH:32][CH:31]=[CH:30][CH:29]=1.C(=O)([O-])O.[Na+].[BH4-].[Na+], predict the reaction product. The product is: [CH2:27]([NH:2][C@@H:3]1[CH2:5][C@H:4]1[C:6]1[CH:7]=[CH:8][C:9]([NH:12][C:13]([C:15]2[CH:16]=[C:17]([C:21]3[CH:26]=[CH:25][CH:24]=[CH:23][CH:22]=3)[CH:18]=[CH:19][CH:20]=2)=[O:14])=[CH:10][CH:11]=1)[C:28]1[CH:33]=[CH:32][CH:31]=[CH:30][CH:29]=1. (4) Given the reactants [C:1]([O:5][C:6](=[O:26])[NH:7][CH:8]([C:10]1[CH:15]=[CH:14][C:13]([C:16](=[O:24])[NH:17][C:18]2[CH:23]=[CH:22][N:21]=[CH:20][CH:19]=2)=[CH:12][C:11]=1Br)[CH3:9])([CH3:4])([CH3:3])[CH3:2].[C:27]([CH2:30][CH2:31][C:32]1[CH:33]=[C:34](B(O)O)[CH:35]=[CH:36][CH:37]=1)([OH:29])=[O:28], predict the reaction product. The product is: [C:1]([O:5][C:6]([NH:7][CH:8]([C:10]1[CH:15]=[CH:14][C:13]([C:16](=[O:24])[NH:17][C:18]2[CH:23]=[CH:22][N:21]=[CH:20][CH:19]=2)=[CH:12][C:11]=1[C:34]1[CH:35]=[CH:36][CH:37]=[C:32]([CH2:31][CH2:30][C:27]([OH:29])=[O:28])[CH:33]=1)[CH3:9])=[O:26])([CH3:4])([CH3:3])[CH3:2]. (5) Given the reactants FC(F)(F)S(O[Si](C)(C)C)(=O)=O.C[Si](C)([O:16][CH2:17][CH2:18][O:19][Si](C)(C)C)C.[C:25]1(=O)[CH2:29][CH:28]=[CH:27][CH2:26]1.C(N(CC)CC)C.C(=O)(O)[O-].[Na+], predict the reaction product. The product is: [O:16]1[C:28]2([CH2:27][CH:26]=[CH:25][CH2:29]2)[O:19][CH2:18][CH2:17]1. (6) Given the reactants [F:1][C:2]([F:27])([O:7][C:8]1[CH:13]=[CH:12][C:11]([N:14]2[CH:18]=[N:17][C:16]([C:19]3[CH:26]=[CH:25][C:22]([CH:23]=[O:24])=[CH:21][CH:20]=3)=[N:15]2)=[CH:10][CH:9]=1)[C:3]([F:6])([F:5])[F:4].[BH4-].[Na+].Cl.C(=O)(O)[O-].[Na+], predict the reaction product. The product is: [F:27][C:2]([F:1])([O:7][C:8]1[CH:13]=[CH:12][C:11]([N:14]2[CH:18]=[N:17][C:16]([C:19]3[CH:26]=[CH:25][C:22]([CH2:23][OH:24])=[CH:21][CH:20]=3)=[N:15]2)=[CH:10][CH:9]=1)[C:3]([F:6])([F:5])[F:4]. (7) Given the reactants [N:1]1([C:7]2[CH:12]=[CH:11][C:10]([NH:13][C:14]3[N:19]=[C:18]([CH2:20][CH2:21][C:22]4[CH:27]=[CH:26][CH:25]=[CH:24][C:23]=4[CH2:28][C:29]([NH2:31])=[O:30])[C:17]([C:32]([F:35])([F:34])[F:33])=[CH:16][N:15]=3)=[CH:9][CH:8]=2)[CH2:6][CH2:5][NH:4][CH2:3][CH2:2]1.C1C[O:39][CH2:38][CH2:37]1.C(N(CC)CC)C.C(OC(=O)C)(=O)C, predict the reaction product. The product is: [C:38]([N:4]1[CH2:5][CH2:6][N:1]([C:7]2[CH:12]=[CH:11][C:10]([NH:13][C:14]3[N:19]=[C:18]([CH2:20][CH2:21][C:22]4[CH:27]=[CH:26][CH:25]=[CH:24][C:23]=4[CH2:28][C:29]([NH2:31])=[O:30])[C:17]([C:32]([F:33])([F:35])[F:34])=[CH:16][N:15]=3)=[CH:9][CH:8]=2)[CH2:2][CH2:3]1)(=[O:39])[CH3:37]. (8) Given the reactants [Br:1][C@@H:2]([CH2:6][OH:7])[C:3](O)=[O:4].[CH2:8]([NH2:15])[C:9]1[CH:14]=[CH:13][CH:12]=[CH:11][CH:10]=1, predict the reaction product. The product is: [CH2:8]([NH:15][C:3](=[O:4])[C@@H:2]([Br:1])[CH2:6][OH:7])[C:9]1[CH:14]=[CH:13][CH:12]=[CH:11][CH:10]=1. (9) Given the reactants [N+:1]([C:4]1[CH:9]=[CH:8][C:7]([O:10][C:11]([N:13]2[CH:17]([C:18]3[CH:23]=[CH:22][C:21]([F:24])=[C:20]([F:25])[CH:19]=3)[CH2:16][O:15][C:14]2=[O:26])=[O:12])=[CH:6][CH:5]=1)([O-:3])=[O:2].[F:27]C1C=C(C=C(F)C=1F)C=O, predict the reaction product. The product is: [O:26]=[C:14]1[N:13]([C:11]([O:10][C:7]2[CH:6]=[CH:5][C:4]([N+:1]([O-:3])=[O:2])=[CH:9][CH:8]=2)=[O:12])[C@@H:17]([C:18]2[CH:23]=[C:22]([F:27])[C:21]([F:24])=[C:20]([F:25])[CH:19]=2)[CH2:16][O:15]1. (10) Given the reactants [NH2:1][C@H:2]1[CH2:6][N:5]([C:7]([O:9][C:10]([CH3:13])([CH3:12])[CH3:11])=[O:8])[CH2:4][C@H:3]1[C:14]([O:16][C:17]([CH3:20])([CH3:19])[CH3:18])=[O:15].CCN(C(C)C)C(C)C.[C:30](C1CC(=O)NC1=O)([O:32][CH2:33][C:34]1[CH:39]=[CH:38][CH:37]=[CH:36][CH:35]=1)=[O:31], predict the reaction product. The product is: [CH2:33]([O:32][C:30]([NH:1][C@H:2]1[CH2:6][N:5]([C:7]([O:9][C:10]([CH3:13])([CH3:12])[CH3:11])=[O:8])[CH2:4][C@H:3]1[C:14]([O:16][C:17]([CH3:20])([CH3:19])[CH3:18])=[O:15])=[O:31])[C:34]1[CH:39]=[CH:38][CH:37]=[CH:36][CH:35]=1.